From a dataset of NCI-60 drug combinations with 297,098 pairs across 59 cell lines. Regression. Given two drug SMILES strings and cell line genomic features, predict the synergy score measuring deviation from expected non-interaction effect. (1) Drug 1: CCC1(CC2CC(C3=C(CCN(C2)C1)C4=CC=CC=C4N3)(C5=C(C=C6C(=C5)C78CCN9C7C(C=CC9)(C(C(C8N6C=O)(C(=O)OC)O)OC(=O)C)CC)OC)C(=O)OC)O.OS(=O)(=O)O. Drug 2: C1C(C(OC1N2C=NC3=C2NC=NCC3O)CO)O. Cell line: PC-3. Synergy scores: CSS=13.7, Synergy_ZIP=-2.76, Synergy_Bliss=-0.251, Synergy_Loewe=-43.1, Synergy_HSA=0.489. (2) Drug 1: CC12CCC(CC1=CCC3C2CCC4(C3CC=C4C5=CN=CC=C5)C)O. Drug 2: C1=CC(=CC=C1CCCC(=O)O)N(CCCl)CCCl. Cell line: DU-145. Synergy scores: CSS=54.8, Synergy_ZIP=6.39, Synergy_Bliss=6.39, Synergy_Loewe=4.86, Synergy_HSA=5.49. (3) Drug 1: CCC1=C2CN3C(=CC4=C(C3=O)COC(=O)C4(CC)O)C2=NC5=C1C=C(C=C5)O. Drug 2: COC1=C2C(=CC3=C1OC=C3)C=CC(=O)O2. Cell line: HOP-92. Synergy scores: CSS=16.7, Synergy_ZIP=-6.31, Synergy_Bliss=-2.82, Synergy_Loewe=-27.5, Synergy_HSA=-3.53. (4) Drug 1: CC1=C(C=C(C=C1)C(=O)NC2=CC(=CC(=C2)C(F)(F)F)N3C=C(N=C3)C)NC4=NC=CC(=N4)C5=CN=CC=C5. Drug 2: COCCOC1=C(C=C2C(=C1)C(=NC=N2)NC3=CC=CC(=C3)C#C)OCCOC.Cl. Cell line: 786-0. Synergy scores: CSS=8.62, Synergy_ZIP=-0.365, Synergy_Bliss=2.85, Synergy_Loewe=1.20, Synergy_HSA=2.91. (5) Drug 1: C1=CC(=CC=C1CCC2=CNC3=C2C(=O)NC(=N3)N)C(=O)NC(CCC(=O)O)C(=O)O. Drug 2: CCC1(CC2CC(C3=C(CCN(C2)C1)C4=CC=CC=C4N3)(C5=C(C=C6C(=C5)C78CCN9C7C(C=CC9)(C(C(C8N6C)(C(=O)OC)O)OC(=O)C)CC)OC)C(=O)OC)O.OS(=O)(=O)O. Cell line: SF-295. Synergy scores: CSS=28.9, Synergy_ZIP=-9.74, Synergy_Bliss=-10.9, Synergy_Loewe=-12.1, Synergy_HSA=-5.55. (6) Drug 1: CC12CCC(CC1=CCC3C2CCC4(C3CC=C4C5=CN=CC=C5)C)O. Drug 2: CC1C(C(CC(O1)OC2CC(CC3=C2C(=C4C(=C3O)C(=O)C5=CC=CC=C5C4=O)O)(C(=O)C)O)N)O. Cell line: NCI-H522. Synergy scores: CSS=37.4, Synergy_ZIP=-1.94, Synergy_Bliss=-0.802, Synergy_Loewe=-21.5, Synergy_HSA=-0.982. (7) Drug 1: CC1C(C(CC(O1)OC2CC(CC3=C2C(=C4C(=C3O)C(=O)C5=C(C4=O)C(=CC=C5)OC)O)(C(=O)C)O)N)O.Cl. Drug 2: C1=NC2=C(N1)C(=S)N=C(N2)N. Cell line: COLO 205. Synergy scores: CSS=75.5, Synergy_ZIP=-5.14, Synergy_Bliss=-7.72, Synergy_Loewe=-7.45, Synergy_HSA=-3.18.